The task is: Predict the product of the given reaction.. This data is from Forward reaction prediction with 1.9M reactions from USPTO patents (1976-2016). (1) Given the reactants [CH2:1]([C:3]1[CH:8]=[CH:7][C:6]([CH:9]2[CH2:14][N:13]([C:15]([N:17]3[CH2:22][CH2:21][CH:20]([C:23]#[N:24])[CH2:19][CH2:18]3)=[O:16])[CH2:12][CH:11]([C:25](O)=[O:26])[CH2:10]2)=[CH:5][CH:4]=1)[CH3:2].[F:28][C:29]1[CH:34]=[CH:33][CH:32]=[C:31]([F:35])[C:30]=1[C:36](=[N:38]O)[NH2:37], predict the reaction product. The product is: [F:28][C:29]1[CH:34]=[CH:33][CH:32]=[C:31]([F:35])[C:30]=1[C:36]1[N:38]=[C:25]([CH:11]2[CH2:10][CH:9]([C:6]3[CH:7]=[CH:8][C:3]([CH2:1][CH3:2])=[CH:4][CH:5]=3)[CH2:14][N:13]([C:15]([N:17]3[CH2:22][CH2:21][CH:20]([C:23]#[N:24])[CH2:19][CH2:18]3)=[O:16])[CH2:12]2)[O:26][N:37]=1. (2) Given the reactants [N:1]1([C:7]2[CH:8]=[CH:9][C:10]3[N:11]([C:13]([C:16]([F:19])([F:18])[F:17])=[N:14][N:15]=3)[N:12]=2)[CH2:6][CH2:5][NH:4][CH2:3][CH2:2]1.[S:20]1[C:24]2[CH:25]=[CH:26][CH:27]=[CH:28][C:23]=2[CH:22]=[C:21]1[CH:29]=O, predict the reaction product. The product is: [S:20]1[C:24]2[CH:25]=[CH:26][CH:27]=[CH:28][C:23]=2[CH:22]=[C:21]1[CH2:29][N:4]1[CH2:3][CH2:2][N:1]([C:7]2[CH:8]=[CH:9][C:10]3[N:11]([C:13]([C:16]([F:17])([F:18])[F:19])=[N:14][N:15]=3)[N:12]=2)[CH2:6][CH2:5]1. (3) Given the reactants [I:1][C:2]1[N:7]=[C:6]([NH2:8])[C:5]([N+:9]([O-])=O)=[CH:4][CH:3]=1.[NH4+].[Cl-], predict the reaction product. The product is: [I:1][C:2]1[N:7]=[C:6]([NH2:8])[C:5]([NH2:9])=[CH:4][CH:3]=1.